This data is from Forward reaction prediction with 1.9M reactions from USPTO patents (1976-2016). The task is: Predict the product of the given reaction. (1) Given the reactants [S:1]1[CH:5]=[CH:4][C:3]([C:6]([OH:8])=O)=[CH:2]1.Cl.CN(C)CCCN=C=NCC.[CH3:21][O:22][C:23]1[CH:24]=[C:25]([NH2:46])[CH:26]=[CH:27][C:28]=1[C:29]1[O:30][C:31]([C:34]2[C:35]([C:40]3[CH:45]=[CH:44][CH:43]=[CH:42][CH:41]=3)=[N:36][O:37][C:38]=2[CH3:39])=[N:32][N:33]=1, predict the reaction product. The product is: [CH3:21][O:22][C:23]1[CH:24]=[C:25]([NH:46][C:6]([C:3]2[CH:4]=[CH:5][S:1][CH:2]=2)=[O:8])[CH:26]=[CH:27][C:28]=1[C:29]1[O:30][C:31]([C:34]2[C:35]([C:40]3[CH:41]=[CH:42][CH:43]=[CH:44][CH:45]=3)=[N:36][O:37][C:38]=2[CH3:39])=[N:32][N:33]=1. (2) Given the reactants [NH2:1][CH2:2][C@H:3]1[N:8]([C:9]([C:11]2[N:12]=[C:13]([CH3:23])[S:14][C:15]=2[C:16]2[CH:17]=[C:18]([CH3:22])[CH:19]=[CH:20][CH:21]=2)=[O:10])[CH2:7][C@H:6]2[C@@H:4]1[CH2:5]2.[N:24]1[C:33]2[C:28](=[CH:29][CH:30]=[CH:31][C:32]=2[C:34](O)=[O:35])[CH:27]=[CH:26][CH:25]=1, predict the reaction product. The product is: [CH3:23][C:13]1[S:14][C:15]([C:16]2[CH:17]=[C:18]([CH3:22])[CH:19]=[CH:20][CH:21]=2)=[C:11]([C:9]([N:8]2[CH2:7][C@H:6]3[C@H:4]([CH2:5]3)[C@H:3]2[CH2:2][NH:1][C:34]([C:32]2[CH:31]=[CH:30][CH:29]=[C:28]3[C:33]=2[N:24]=[CH:25][CH:26]=[CH:27]3)=[O:35])=[O:10])[N:12]=1. (3) Given the reactants [OH-].[Na+].[S:3]=[C:4]1[NH:9][C:8](=[O:10])[N:7]2[N:11]=[CH:12][CH:13]=[C:6]2[NH:5]1.[CH3:14]I, predict the reaction product. The product is: [CH3:14][S:3][C:4]1[NH:9][C:8](=[O:10])[N:7]2[N:11]=[CH:12][CH:13]=[C:6]2[N:5]=1. (4) Given the reactants O1C2C=CC(C3(C(NC4C=CC(C)=C(Br)C=4)=O)CC3)=CC=2OC1.B([C:27]1[CH:35]=[CH:34][C:30]([C:31]([OH:33])=[O:32])=[CH:29][CH:28]=1)(O)O.C([O-])([O-])=O.[K+].[K+], predict the reaction product. The product is: [C:31]([OH:33])(=[O:32])[C:30]1[CH:34]=[CH:35][CH:27]=[CH:28][CH:29]=1.